Dataset: Reaction yield outcomes from USPTO patents with 853,638 reactions. Task: Predict the reaction yield, written as a fraction of the theoretical maximum amount of product (1.0 means a 100% yield; for example, 0.34 means a 34% yield). (1) The catalyst is ClCCl. The product is [C:2]([C:4]1[CH:5]=[C:6]([CH:11]=[C:12]([O:14][CH2:15][CH2:16][CH3:17])[CH:13]=1)[C:7]([O:9][CH3:10])=[O:8])#[N:1]. The reactants are [NH2:1][C:2]([C:4]1[CH:5]=[C:6]([CH:11]=[C:12]([O:14][CH2:15][CH2:16][CH3:17])[CH:13]=1)[C:7]([O:9][CH3:10])=[O:8])=O.N1C=CC=CC=1.FC(F)(F)C(OC(=O)C(F)(F)F)=O. The yield is 0.840. (2) The reactants are [NH2:1][C:2]1[CH:3]=[CH:4][C:5]2[CH2:11][CH2:10][CH:9]([NH:12][CH2:13][CH2:14][OH:15])[CH2:8][CH2:7][C:6]=2[C:16]=1[O:17][CH3:18].Cl[C:20]1[N:25]=[C:24]([NH:26][C@@H:27]2[C@@H:32]3[CH2:33][C@@H:29]([CH:30]=[CH:31]3)[C@@H:28]2[C:34]([NH2:36])=[O:35])[C:23]([Cl:37])=[CH:22][N:21]=1. No catalyst specified. The product is [Cl:37][C:23]1[C:24]([NH:26][CH:27]2[CH:32]3[CH2:33][CH:29]([CH:30]=[CH:31]3)[CH:28]2[C:34]([NH2:36])=[O:35])=[N:25][C:20]([NH:1][C:2]2[CH:3]=[CH:4][C:5]3[CH2:11][CH2:10][CH:9]([NH:12][CH2:13][CH2:14][OH:15])[CH2:8][CH2:7][C:6]=3[C:16]=2[O:17][CH3:18])=[N:21][CH:22]=1. The yield is 0.165. (3) The reactants are C([O:3][C:4]([C:6]1[C:11]([NH:12][C:13]2[CH:18]=[CH:17][C:16]([CH3:19])=[CH:15][C:14]=2[F:20])=[C:10]([CH3:21])[C:9](=[O:22])[N:8]([CH3:23])[C:7]=1[CH2:24]Br)=O)C.[NH3:26]. The catalyst is CO. The product is [F:20][C:14]1[CH:15]=[C:16]([CH3:19])[CH:17]=[CH:18][C:13]=1[NH:12][C:11]1[C:6]2[C:4](=[O:3])[NH:26][CH2:24][C:7]=2[N:8]([CH3:23])[C:9](=[O:22])[C:10]=1[CH3:21]. The yield is 0.460.